This data is from Cav3 T-type calcium channel HTS with 100,875 compounds. The task is: Binary Classification. Given a drug SMILES string, predict its activity (active/inactive) in a high-throughput screening assay against a specified biological target. The molecule is Clc1cc2c3ncc(cc3COc2cc1)C(=O)c1c(O)cccc1. The result is 0 (inactive).